This data is from NCI-60 drug combinations with 297,098 pairs across 59 cell lines. The task is: Regression. Given two drug SMILES strings and cell line genomic features, predict the synergy score measuring deviation from expected non-interaction effect. (1) Drug 2: C1CN(P(=O)(OC1)NCCCl)CCCl. Synergy scores: CSS=3.33, Synergy_ZIP=-0.632, Synergy_Bliss=0.155, Synergy_Loewe=0.930, Synergy_HSA=0.408. Cell line: UACC-257. Drug 1: CN1C(=O)N2C=NC(=C2N=N1)C(=O)N. (2) Drug 1: CN(C)N=NC1=C(NC=N1)C(=O)N. Drug 2: C1=NC2=C(N1)C(=S)N=CN2. Cell line: IGROV1. Synergy scores: CSS=11.3, Synergy_ZIP=-5.37, Synergy_Bliss=-1.33, Synergy_Loewe=-2.83, Synergy_HSA=-1.79. (3) Cell line: SF-539. Synergy scores: CSS=2.34, Synergy_ZIP=-0.691, Synergy_Bliss=2.42, Synergy_Loewe=-4.54, Synergy_HSA=-2.15. Drug 2: CC12CCC3C(C1CCC2OP(=O)(O)O)CCC4=C3C=CC(=C4)OC(=O)N(CCCl)CCCl.[Na+]. Drug 1: CCC(=C(C1=CC=CC=C1)C2=CC=C(C=C2)OCCN(C)C)C3=CC=CC=C3.C(C(=O)O)C(CC(=O)O)(C(=O)O)O.